This data is from Full USPTO retrosynthesis dataset with 1.9M reactions from patents (1976-2016). The task is: Predict the reactants needed to synthesize the given product. (1) Given the product [CH2:9]=[C:10]1[CH2:37][N:13]2[C:14](=[O:36])[C:15]3[CH:31]=[C:30]([O:32][CH2:33][C:34]#[CH:35])[CH:29]=[CH:28][C:16]=3[N:17]=[CH:18][C@@H:12]2[CH2:11]1, predict the reactants needed to synthesize it. The reactants are: [Li+].[B-](CC)(CC)CC.[CH2:9]=[C:10]1[CH2:37][N:13]2[C:14](=[O:36])[C:15]3[CH:31]=[C:30]([O:32][CH2:33][C:34]#[CH:35])[CH:29]=[CH:28][C:16]=3[N:17](COCC[Si](C)(C)C)[C:18](=O)[C@@H:12]2[CH2:11]1.C(Cl)Cl. (2) Given the product [Cl:1][C:2]1[CH:3]=[C:4]([C:17]2[N:18]=[C:19]([CH3:36])[C:20]3[CH:25]=[CH:24][N:23]([C:26]4[CH:27]=[CH:28][C:29]([C:30]([O:32][CH3:33])=[O:31])=[CH:34][CH:35]=4)[C:21]=3[N:22]=2)[CH:5]=[CH:6][C:7]=1[O:8][CH3:9], predict the reactants needed to synthesize it. The reactants are: [Cl:1][C:2]1[CH:3]=[C:4](B(O)O)[CH:5]=[CH:6][C:7]=1[O:8][CH3:9].ClCCl.Cl[C:17]1[N:18]=[C:19]([CH3:36])[C:20]2[CH:25]=[CH:24][N:23]([C:26]3[CH:35]=[CH:34][C:29]([C:30]([O:32][CH3:33])=[O:31])=[CH:28][CH:27]=3)[C:21]=2[N:22]=1.C([O-])([O-])=O.[Cs+].[Cs+]. (3) Given the product [C:19]([O:23][C:24]([N:26]1[CH2:31][C@H:30]([O:32][CH2:33][C:34]2[CH:35]=[CH:36][CH:37]=[CH:38][CH:39]=2)[CH2:29][CH2:28][C@@H:27]1[CH:40]([OH:41])[CH:50]([N+:51]([O-:53])=[O:52])[CH2:49][C:47]1[CH:48]=[C:43]([F:42])[CH:44]=[C:45]([F:54])[CH:46]=1)=[O:25])([CH3:22])([CH3:21])[CH3:20], predict the reactants needed to synthesize it. The reactants are: [F-].C([N+](CCCC)(CCCC)CCCC)CCC.[C:19]([O:23][C:24]([N:26]1[CH2:31][C@H:30]([O:32][CH2:33][C:34]2[CH:39]=[CH:38][CH:37]=[CH:36][CH:35]=2)[CH2:29][CH2:28][C@@H:27]1[CH:40]=[O:41])=[O:25])([CH3:22])([CH3:21])[CH3:20].[F:42][C:43]1[CH:48]=[C:47]([CH2:49][CH2:50][N+:51]([O-:53])=[O:52])[CH:46]=[C:45]([F:54])[CH:44]=1. (4) Given the product [CH:34]1([N:15]([C:16]2[CH:21]=[CH:20][CH:19]=[C:18]([C:22](=[O:26])[NH:23][CH2:24][CH3:25])[CH:17]=2)[C:13](=[O:14])[N:12]([CH3:63])[C:10]2[S:11][C:7]([S:6][CH2:5][C:4]([OH:3])=[O:33])=[CH:8][N:9]=2)[CH2:38][CH2:37][CH2:36][CH2:35]1, predict the reactants needed to synthesize it. The reactants are: C([O:3][C:4](=[O:33])[CH2:5][S:6][C:7]1[S:11][C:10]([NH:12][C:13]([N:15](CC2CCCC2)[C:16]2[CH:21]=[CH:20][CH:19]=[C:18]([C:22](=[O:26])[NH:23][CH2:24][CH3:25])[CH:17]=2)=[O:14])=[N:9][CH:8]=1)C.[CH:34]1(N(C2C=CC(S(C)(=O)=O)=CC=2)C(=O)N(C)C2SC=C(CC(O)=O)N=2)[CH2:38][CH2:37][CH2:36][CH2:35]1.[CH:63]1(CNC2C=C(C=CC=2)C(NCC)=O)CCCC1.C(OC(=O)CSC1SC(N)=NC=1)C. (5) Given the product [C:1]([S:9][CH:14]([O:13][C:10](=[O:12])[CH3:11])[CH3:15])(=[S:8])[C:2]1[CH:7]=[CH:6][CH:5]=[CH:4][CH:3]=1, predict the reactants needed to synthesize it. The reactants are: [C:1]([SH:9])(=[S:8])[C:2]1[CH:7]=[CH:6][CH:5]=[CH:4][CH:3]=1.[C:10]([O:13][CH:14]=[CH2:15])(=[O:12])[CH3:11]. (6) Given the product [NH2:30][C:31]1[CH:36]=[C:35]([CH2:37][O:38][C:39]2[C:48]3[C:43](=[CH:44][CH:45]=[CH:46][CH:47]=3)[C:42]([NH:49][C:6]([NH:22][C:20]3[N:19]([C:23]4[CH:24]=[CH:25][C:26]([CH3:29])=[CH:27][CH:28]=4)[N:18]=[C:17]([C:13]([CH3:16])([CH3:15])[CH3:14])[CH:21]=3)=[O:7])=[CH:41][CH:40]=2)[CH:34]=[CH:33][N:32]=1, predict the reactants needed to synthesize it. The reactants are: C1N=CN([C:6](N2C=NC=C2)=[O:7])C=1.[C:13]([C:17]1[CH:21]=[C:20]([NH2:22])[N:19]([C:23]2[CH:28]=[CH:27][C:26]([CH3:29])=[CH:25][CH:24]=2)[N:18]=1)([CH3:16])([CH3:15])[CH3:14].[NH2:30][C:31]1[CH:36]=[C:35]([CH2:37][O:38][C:39]2[C:48]3[C:43](=[CH:44][CH:45]=[CH:46][CH:47]=3)[C:42]([NH2:49])=[CH:41][CH:40]=2)[CH:34]=[CH:33][N:32]=1.